Task: Predict which catalyst facilitates the given reaction.. Dataset: Catalyst prediction with 721,799 reactions and 888 catalyst types from USPTO (1) Reactant: [CH3:1][O:2][N:3]1[CH2:9][CH2:8][N:7]2[C:10](=[O:23])[CH:11]([C:14]3[C:19]([CH3:20])=[CH:18][C:17]([CH3:21])=[CH:16][C:15]=3[CH3:22])[C:12](=[O:13])[N:6]2[CH2:5][CH2:4]1.C(N(CC)CC)C.Cl[C:32]([O:34][CH2:35][CH3:36])=[O:33]. Product: [CH3:1][O:2][N:3]1[CH2:4][CH2:5][N:6]2[C:12](=[O:13])[C:11]([C:14]3[C:15]([CH3:22])=[CH:16][C:17]([CH3:21])=[CH:18][C:19]=3[CH3:20])=[C:10]([O:23][C:32](=[O:33])[O:34][CH2:35][CH3:36])[N:7]2[CH2:8][CH2:9]1. The catalyst class is: 367. (2) Product: [OH:1][CH2:2][CH2:3][CH2:4][CH2:5][CH2:6][CH2:7][CH2:8][CH2:9][O:10][C:11]1[CH:16]=[CH:15][N:14]=[C:13]([CH2:17][Cl:22])[C:12]=1[CH3:19]. The catalyst class is: 4. Reactant: [OH:1][CH2:2][CH2:3][CH2:4][CH2:5][CH2:6][CH2:7][CH2:8][CH2:9][O:10][C:11]1[CH:16]=[CH:15][N:14]=[C:13]([CH2:17]O)[C:12]=1[CH3:19].S(Cl)([Cl:22])=O.C(=O)([O-])[O-].[Na+].[Na+].